This data is from Reaction yield outcomes from USPTO patents with 853,638 reactions. The task is: Predict the reaction yield, written as a fraction of the theoretical maximum amount of product (1.0 means a 100% yield; for example, 0.34 means a 34% yield). (1) The reactants are [Cl:1][C:2]1[CH:18]=[CH:17][C:5]([CH2:6][C:7]2[O:11][N:10]=[C:9]([C:12]([O:14]CC)=O)[N:8]=2)=[CH:4][CH:3]=1.Cl.[Cl:20][C:21]1[CH:22]=[C:23]2[C:27](=[CH:28][CH:29]=1)[NH:26][CH:25]=[C:24]2[CH2:30][CH2:31][NH2:32].CN(C(ON1N=NC2C=CC=NC1=2)=[N+](C)C)C.F[P-](F)(F)(F)(F)F.C(N(CC)C(C)C)(C)C. The catalyst is CO.[OH-].[Na+].O.CN(C=O)C. The product is [Cl:20][C:21]1[CH:22]=[C:23]2[C:27](=[CH:28][CH:29]=1)[NH:26][CH:25]=[C:24]2[CH2:30][CH2:31][NH:32][C:12]([C:9]1[N:8]=[C:7]([CH2:6][C:5]2[CH:4]=[CH:3][C:2]([Cl:1])=[CH:18][CH:17]=2)[O:11][N:10]=1)=[O:14]. The yield is 0.300. (2) The reactants are Cl.[CH3:2][N:3]1[CH2:8][CH2:7][O:6][CH2:5][CH:4]1[C:9]([OH:11])=O.CN(C(ON1N=NC2C=CC=NC1=2)=[N+](C)C)C.F[P-](F)(F)(F)(F)F.CCN(C(C)C)C(C)C.Cl.[NH2:46][CH2:47][C:48]1[CH:49]=[C:50]([CH2:54][N:55]2[C:63]3[C:58](=[C:59]([O:64][CH3:65])[CH:60]=[CH:61][CH:62]=3)[C:57]([NH:66][S:67]([C:70]3[S:71][C:72]([Cl:75])=[CH:73][CH:74]=3)(=[O:69])=[O:68])=[N:56]2)[CH:51]=[CH:52][CH:53]=1. The catalyst is C(#N)C.C(Cl)Cl.O. The product is [Cl:75][C:72]1[S:71][C:70]([S:67]([NH:66][C:57]2[C:58]3[C:63](=[CH:62][CH:61]=[CH:60][C:59]=3[O:64][CH3:65])[N:55]([CH2:54][C:50]3[CH:49]=[C:48]([CH2:47][NH:46][C:9]([CH:4]4[CH2:5][O:6][CH2:7][CH2:8][N:3]4[CH3:2])=[O:11])[CH:53]=[CH:52][CH:51]=3)[N:56]=2)(=[O:68])=[O:69])=[CH:74][CH:73]=1. The yield is 0.300.